From a dataset of Reaction yield outcomes from USPTO patents with 853,638 reactions. Predict the reaction yield, written as a fraction of the theoretical maximum amount of product (1.0 means a 100% yield; for example, 0.34 means a 34% yield). The reactants are [CH:1]([N:14]1[C:22]2[C:17](=[CH:18][C:19]([Cl:23])=[CH:20][CH:21]=2)[C:16]([CH2:24][CH2:25][O:26][C:27]2[CH:35]=[CH:34][C:30]([C:31]([OH:33])=[O:32])=[CH:29][CH:28]=2)=[C:15]1[CH2:36][CH2:37][NH:38][S:39]([C:42]1[CH:47]=[CH:46][CH:45]=[CH:44][C:43]=1[O:48]CC(C)=CC=C)(=[O:41])=[O:40])([C:8]1[CH:13]=[CH:12][CH:11]=[CH:10][CH:9]=1)[C:2]1[CH:7]=[CH:6][CH:5]=[CH:4][CH:3]=1. The catalyst is CO.CCO.[Pd]. The product is [CH:1]([N:14]1[C:22]2[C:17](=[CH:18][C:19]([Cl:23])=[CH:20][CH:21]=2)[C:16]([CH2:24][CH2:25][O:26][C:27]2[CH:35]=[CH:34][C:30]([C:31]([OH:33])=[O:32])=[CH:29][CH:28]=2)=[C:15]1[CH2:36][CH2:37][NH:38][S:39]([C:42]1[CH:47]=[CH:46][CH:45]=[CH:44][C:43]=1[OH:48])(=[O:40])=[O:41])([C:2]1[CH:7]=[CH:6][CH:5]=[CH:4][CH:3]=1)[C:8]1[CH:9]=[CH:10][CH:11]=[CH:12][CH:13]=1. The yield is 0.950.